Predict the reactants needed to synthesize the given product. From a dataset of Full USPTO retrosynthesis dataset with 1.9M reactions from patents (1976-2016). (1) Given the product [Br:1][C:2]1[CH:3]=[C:4]([O:10][C:11]2[C:12]([CH3:18])=[N:13][N:14]([CH3:17])[C:15]=2[CH3:16])[C:5]([C:8]([NH2:9])=[O:19])=[N:6][CH:7]=1, predict the reactants needed to synthesize it. The reactants are: [Br:1][C:2]1[CH:3]=[C:4]([O:10][C:11]2[C:12]([CH3:18])=[N:13][N:14]([CH3:17])[C:15]=2[CH3:16])[C:5]([C:8]#[N:9])=[N:6][CH:7]=1.[OH:19]S(O)(=O)=O.[OH-].[Na+]. (2) Given the product [F:23][C:2]([F:1])([F:22])[C:3]1[C:12]([C:13]([OH:15])=[O:14])=[CH:11][C:10]2[C:5](=[N:6][C:7]([C:18]([F:20])([F:21])[F:19])=[CH:8][CH:9]=2)[N:4]=1, predict the reactants needed to synthesize it. The reactants are: [F:1][C:2]([F:23])([F:22])[C:3]1[C:12]([C:13]([O:15]CC)=[O:14])=[CH:11][C:10]2[C:5](=[N:6][C:7]([C:18]([F:21])([F:20])[F:19])=[CH:8][CH:9]=2)[N:4]=1.O.O.[OH-].[Li+].Cl. (3) The reactants are: [C:1]1([C:7]2[C:16]3[C:11](=[CH:12][CH:13]=[C:14]([CH:17]=O)[CH:15]=3)[N:10]=[CH:9][N:8]=2)[CH:6]=[CH:5][CH:4]=[CH:3][CH:2]=1.[S:19]1[CH2:23][C:22](=[O:24])[NH:21][C:20]1=[O:25]. Given the product [C:1]1([C:7]2[C:16]3[C:11](=[CH:12][CH:13]=[C:14]([CH:17]=[C:23]4[S:19][C:20](=[O:25])[NH:21][C:22]4=[O:24])[CH:15]=3)[N:10]=[CH:9][N:8]=2)[CH:2]=[CH:3][CH:4]=[CH:5][CH:6]=1, predict the reactants needed to synthesize it. (4) Given the product [N+:21]([C:24]1[CH:25]=[CH:26][C:27]([C:30]([NH:32][NH:33][C:6](=[O:8])[CH2:5][NH:4][C:1](=[O:3])[CH3:2])=[O:31])=[N:28][CH:29]=1)([O-:23])=[O:22], predict the reactants needed to synthesize it. The reactants are: [C:1]([NH:4][CH2:5][C:6]([OH:8])=O)(=[O:3])[CH3:2].C(C1NC=CN=1)(C1NC=CN=1)=O.[N+:21]([C:24]1[CH:25]=[CH:26][C:27]([C:30]([NH:32][NH2:33])=[O:31])=[N:28][CH:29]=1)([O-:23])=[O:22]. (5) Given the product [CH3:17][O:18][CH2:19][O:7][C:8]1[CH:15]=[CH:14][CH:13]=[CH:12][C:9]=1[CH:10]=[O:11], predict the reactants needed to synthesize it. The reactants are: C(O[K])(C)(C)C.[OH:7][C:8]1[CH:15]=[CH:14][CH:13]=[CH:12][C:9]=1[CH:10]=[O:11].Cl[CH2:17][O:18][CH3:19]. (6) Given the product [C:1]1([CH3:11])[CH:6]=[CH:5][C:4]([S:7]([O:16][CH2:15][CH:14]([CH2:12][CH3:13])[CH2:17][CH2:18][CH2:19][CH3:20])(=[O:9])=[O:8])=[CH:3][CH:2]=1, predict the reactants needed to synthesize it. The reactants are: [C:1]1([CH3:11])[CH:6]=[CH:5][C:4]([S:7](Cl)(=[O:9])=[O:8])=[CH:3][CH:2]=1.[CH2:12]([CH:14]([CH2:17][CH2:18][CH2:19][CH3:20])[CH2:15][OH:16])[CH3:13].Cl. (7) Given the product [CH2:25]([N:24]([CH2:37][CH2:36][CH2:31][CH3:30])[C:14]1[CH:15]=[CH:16][CH:17]=[CH:18][CH:19]=1)[CH2:26][CH2:27][CH3:28].[Br:1][C:2]1[CH:3]=[CH:4][C:5]([C:8]2[C:9]([C:28]3[CH:37]=[CH:36][CH:31]=[CH:30][CH:29]=3)=[CH:10][CH:11]=[CH:12][CH:13]=2)=[CH:6][CH:7]=1, predict the reactants needed to synthesize it. The reactants are: [Br:1][C:2]1[CH:7]=[CH:6][C:5]([C:8]2[CH:13]=[CH:12][C:11](I)([C:14]3[CH:19]=[CH:18][CH:17]=[CH:16][CH:15]=3)[CH2:10][CH:9]=2)=[CH:4][CH:3]=1.[OH-].[K+].O.[N:24]1[C:37]2[C:28](=[CH:29][CH:30]=[C:31]3[C:36]=2N=CC=C3)[CH:27]=[CH:26][CH:25]=1. (8) The reactants are: [C:1]([O:5][C:6]([C@@:8]12[CH2:14][C@:13]1([C:15]1[CH:20]=[CH:19][CH:18]=[CH:17][CH:16]=1)[CH2:12][O:11]C(=O)[N:9]2[C:22]([O:24][C:25]([CH3:28])([CH3:27])[CH3:26])=[O:23])=[O:7])([CH3:4])([CH3:3])[CH3:2].C(=O)([O-])[O-].[Cs+].[Cs+]. Given the product [C:1]([O:5][C:6]([C@@:8]1([NH:9][C:22]([O:24][C:25]([CH3:28])([CH3:27])[CH3:26])=[O:23])[CH2:14][C@@:13]1([CH2:12][OH:11])[C:15]1[CH:20]=[CH:19][CH:18]=[CH:17][CH:16]=1)=[O:7])([CH3:3])([CH3:4])[CH3:2], predict the reactants needed to synthesize it. (9) Given the product [Cl:1][C:2]1[S:6][C:5]([C:7]([NH:9][CH2:10][C:11]2[N:12]=[CH:13][N:14]([C:16]3[CH:21]=[CH:20][C:19]([N:27]4[CH:28]=[CH:29][CH:30]=[C:25]([O:24][CH3:23])[C:26]4=[O:31])=[CH:18][CH:17]=3)[CH:15]=2)=[O:8])=[CH:4][CH:3]=1, predict the reactants needed to synthesize it. The reactants are: [Cl:1][C:2]1[S:6][C:5]([C:7]([NH:9][CH2:10][C:11]2[N:12]=[CH:13][N:14]([C:16]3[CH:21]=[CH:20][C:19](I)=[CH:18][CH:17]=3)[CH:15]=2)=[O:8])=[CH:4][CH:3]=1.[CH3:23][O:24][C:25]1[C:26]([OH:31])=[N:27][CH:28]=[CH:29][CH:30]=1.OC1C=CC=C2C=1N=CC=C2.C([O-])([O-])=O.[K+].[K+].